This data is from Forward reaction prediction with 1.9M reactions from USPTO patents (1976-2016). The task is: Predict the product of the given reaction. (1) The product is: [OH:2][C:3]1[CH:4]=[C:5]([CH2:10][C:11]([O:13][CH2:14][CH3:15])=[O:12])[CH:6]=[CH:7][C:8]=1[CH3:9]. Given the reactants C[O:2][C:3]1[CH:4]=[C:5]([CH2:10][C:11]([O:13][CH2:14][CH3:15])=[O:12])[CH:6]=[CH:7][C:8]=1[CH3:9].B(Br)(Br)Br, predict the reaction product. (2) Given the reactants C([O:7][CH2:8][C@@H:9]([O:43][C:44]([CH3:47])([CH3:46])[CH3:45])[C:10]1[C:34]([CH3:35])=[CH:33][C:13]2[N:14]=[C:15]([C:17]3[CH:22]=[CH:21][CH:20]=[C:19]([C:23]4[CH:24]=[C:25]5[C:29](=[CH:30][CH:31]=4)[N:28]([CH3:32])[N:27]=[CH:26]5)[CH:18]=3)[S:16][C:12]=2[C:11]=1[C:36]1[CH:41]=[CH:40][C:39]([Cl:42])=[CH:38][CH:37]=1)(=O)C(C)(C)C.[OH-].[Na+].CCOC(C)=O, predict the reaction product. The product is: [C:44]([O:43][C@@H:9]([C:10]1[C:34]([CH3:35])=[CH:33][C:13]2[N:14]=[C:15]([C:17]3[CH:22]=[CH:21][CH:20]=[C:19]([C:23]4[CH:24]=[C:25]5[C:29](=[CH:30][CH:31]=4)[N:28]([CH3:32])[N:27]=[CH:26]5)[CH:18]=3)[S:16][C:12]=2[C:11]=1[C:36]1[CH:37]=[CH:38][C:39]([Cl:42])=[CH:40][CH:41]=1)[CH2:8][OH:7])([CH3:47])([CH3:45])[CH3:46]. (3) Given the reactants [N:1]1[C:5]2[CH:6]=[CH:7][CH:8]=[CH:9][C:4]=2[NH:3][C:2]=1[CH2:10][NH:11][CH2:12][CH2:13][CH:14]([CH3:16])[CH3:15].C([O-])([O-])=O.[Na+].[Na+].[Cl:23][C:24]1[C:32]([O:33][CH3:34])=[C:31]([O:35][CH3:36])[CH:30]=[CH:29][C:25]=1[C:26](Cl)=[O:27], predict the reaction product. The product is: [N:1]1[C:5]2[CH:6]=[CH:7][CH:8]=[CH:9][C:4]=2[NH:3][C:2]=1[CH2:10][N:11]([CH2:12][CH2:13][CH:14]([CH3:16])[CH3:15])[C:26]([C:25]1[CH:29]=[CH:30][C:31]([O:35][CH3:36])=[C:32]([O:33][CH3:34])[C:24]=1[Cl:23])=[O:27]. (4) The product is: [C:26]([O:25][C:23]([N:17]1[CH2:22][CH2:21][N:20]([C:12](=[O:14])[C:11]2[CH:10]=[CH:9][C:8]([C:5]3[CH:4]=[CH:3][N:2]=[CH:7][CH:6]=3)=[CH:16][CH:15]=2)[CH2:19][CH2:18]1)=[O:24])([CH3:29])([CH3:27])[CH3:28]. Given the reactants Cl.[N:2]1[CH:7]=[CH:6][C:5]([C:8]2[CH:16]=[CH:15][C:11]([C:12]([OH:14])=O)=[CH:10][CH:9]=2)=[CH:4][CH:3]=1.[N:17]1([C:23]([O:25][C:26]([CH3:29])([CH3:28])[CH3:27])=[O:24])[CH2:22][CH2:21][NH:20][CH2:19][CH2:18]1.ON1C2C=CC=CC=2N=N1.CN1CCOCC1.Cl.CN(C)CCCN=C=NCC, predict the reaction product. (5) Given the reactants CS(O[CH2:6][C@H:7]([NH:12][C:13]([C:26]1[CH:31]=[CH:30][CH:29]=[CH:28][CH:27]=1)([C:20]1[CH:25]=[CH:24][CH:23]=[CH:22][CH:21]=1)[C:14]1[CH:19]=[CH:18][CH:17]=[CH:16][CH:15]=1)[C:8]([O:10][CH3:11])=[O:9])(=O)=O.[I-:32].[Na+], predict the reaction product. The product is: [I:32][CH2:6][C@H:7]([NH:12][C:13]([C:20]1[CH:21]=[CH:22][CH:23]=[CH:24][CH:25]=1)([C:14]1[CH:19]=[CH:18][CH:17]=[CH:16][CH:15]=1)[C:26]1[CH:27]=[CH:28][CH:29]=[CH:30][CH:31]=1)[C:8]([O:10][CH3:11])=[O:9]. (6) Given the reactants [Li]CCCC.[CH3:6][N:7]1[CH:11]=[CH:10][N:9]=[CH:8]1.Cl[Si](CC)(CC)CC.[Cl:20][C:21]1[CH:22]=[C:23]([C:27]2[C:36]3[C:31](=[CH:32][CH:33]=[C:34]([C:37]([C:39]4[CH:43]=[CH:42][O:41][CH:40]=4)=[O:38])[CH:35]=3)[N:30]([CH3:44])[C:29](=[O:45])[CH:28]=2)[CH:24]=[CH:25][CH:26]=1, predict the reaction product. The product is: [Cl:20][C:21]1[CH:22]=[C:23]([C:27]2[C:36]3[C:31](=[CH:32][CH:33]=[C:34]([C:37]([C:39]4[CH:43]=[CH:42][O:41][CH:40]=4)([OH:38])[C:11]4[N:7]([CH3:6])[CH:8]=[N:9][CH:10]=4)[CH:35]=3)[N:30]([CH3:44])[C:29](=[O:45])[CH:28]=2)[CH:24]=[CH:25][CH:26]=1. (7) Given the reactants [H-].[H-].[H-].[H-].[Li+].[Al+3].[CH2:7]([N:14]1[CH2:18][CH:17]([CH3:19])[CH:16]([C:20]#[N:21])[CH2:15]1)[C:8]1[CH:13]=[CH:12][CH:11]=[CH:10][CH:9]=1.CCOC(C)=O.O, predict the reaction product. The product is: [CH2:7]([N:14]1[CH2:18][CH:17]([CH3:19])[CH:16]([CH2:20][NH2:21])[CH2:15]1)[C:8]1[CH:13]=[CH:12][CH:11]=[CH:10][CH:9]=1.